The task is: Predict the reactants needed to synthesize the given product.. This data is from Full USPTO retrosynthesis dataset with 1.9M reactions from patents (1976-2016). (1) Given the product [O:26]=[C:20]([NH:16][NH:15][C:13](=[O:14])[C:9]1[CH:10]=[CH:11][CH:12]=[C:7]([NH:6][S:3]([C:2]([F:17])([F:1])[F:18])(=[O:4])=[O:5])[CH:8]=1)[C:21]([O:23][CH2:24][CH3:25])=[O:22], predict the reactants needed to synthesize it. The reactants are: [F:1][C:2]([F:18])([F:17])[S:3]([NH:6][C:7]1[CH:12]=[CH:11][CH:10]=[C:9]([C:13]([NH:15][NH2:16])=[O:14])[CH:8]=1)(=[O:5])=[O:4].Cl[C:20](=[O:26])[C:21]([O:23][CH2:24][CH3:25])=[O:22]. (2) Given the product [CH3:19][O:21][C:2]1[CH:7]=[CH:6][C:5]2[C:4](=[CH:3][N:10]([C:12]3[CH:13]=[CH:14][CH:15]=[CH:16][CH:17]=3)[N:11]=2)[CH:24]=1, predict the reactants needed to synthesize it. The reactants are: Br[C:2]1[CH:7]=[CH:6][C:5](OC)=[CH:4][C:3]=1[N:10]([C:12]1[CH:17]=[CH:16][CH:15]=[CH:14][CH:13]=1)[NH2:11].C[C:19](C)([O-:21])C.[Na+].[C:24]1(C)C=CC=CC=1. (3) The reactants are: [NH2:1][C:2]1[N:6]([C:7]2[CH:12]=[CH:11][C:10]([F:13])=[CH:9][CH:8]=2)[N:5]=[CH:4][C:3]=1[C:14](=[O:31])[C:15]1[CH:20]=[CH:19][CH:18]=[C:17]([CH2:21][CH2:22][O:23][Si](C(C)(C)C)(C)C)[CH:16]=1.[F-].C([N+](CCCC)(CCCC)CCCC)CCC. Given the product [NH2:1][C:2]1[N:6]([C:7]2[CH:12]=[CH:11][C:10]([F:13])=[CH:9][CH:8]=2)[N:5]=[CH:4][C:3]=1[C:14](=[O:31])[C:15]1[CH:20]=[CH:19][CH:18]=[C:17]([CH2:21][CH2:22][OH:23])[CH:16]=1, predict the reactants needed to synthesize it. (4) Given the product [CH3:18][O:1][C:2]1[C:10]2[C:5](=[CH:6][CH:7]=[CH:8][CH:9]=2)[NH:4][C:3]=1[C:11]([O:13][CH2:14][CH3:15])=[O:12], predict the reactants needed to synthesize it. The reactants are: [OH:1][C:2]1[C:10]2[C:5](=[CH:6][CH:7]=[CH:8][CH:9]=2)[NH:4][C:3]=1[C:11]([O:13][CH2:14][CH3:15])=[O:12].[OH-].[K+].[CH3:18]OS(OC)(=O)=O. (5) Given the product [C:1]([O:5][C@@H:6]([C:12]1[C:21]([CH2:22][N:23]([CH3:25])[CH3:24])=[CH:20][C:19]2[C:14](=[CH:15][CH:16]=[CH:17][CH:18]=2)[C:13]=1[C:26]1[CH:31]=[CH:30][C:29]([Cl:32])=[CH:28][CH:27]=1)[C:7]([OH:9])=[O:8])([CH3:4])([CH3:2])[CH3:3], predict the reactants needed to synthesize it. The reactants are: [C:1]([O:5][C@@H:6]([C:12]1[C:21]([CH2:22][N:23]([CH3:25])[CH3:24])=[CH:20][C:19]2[C:14](=[CH:15][CH:16]=[CH:17][CH:18]=2)[C:13]=1[C:26]1[CH:31]=[CH:30][C:29]([Cl:32])=[CH:28][CH:27]=1)[C:7]([O:9]CC)=[O:8])([CH3:4])([CH3:3])[CH3:2].[OH-].[Na+].CC(O)=O.